Task: Predict the reaction yield, written as a fraction of the theoretical maximum amount of product (1.0 means a 100% yield; for example, 0.34 means a 34% yield).. Dataset: Reaction yield outcomes from USPTO patents with 853,638 reactions (1) The reactants are Br[C:2]1[CH:15]=[C:14]2[C:5]([N:6]3[C:11]([CH2:12][O:13]2)=[N:10][NH:9][C:8](=[O:16])[C@H:7]3[CH3:17])=[CH:4][CH:3]=1.[CH3:18][C:19]1([CH3:35])[C:23]([CH3:25])([CH3:24])[O:22][B:21]([B:21]2[O:22][C:23]([CH3:25])([CH3:24])[C:19]([CH3:35])([CH3:18])[O:20]2)[O:20]1.C([O-])(=O)C.[K+]. The catalyst is O1CCOCC1.C1C=CC(P(C2C=CC=CC=2)[C-]2C=CC=C2)=CC=1.C1C=CC(P(C2C=CC=CC=2)[C-]2C=CC=C2)=CC=1.Cl[Pd]Cl.[Fe+2]. The product is [CH3:17][C@H:7]1[N:6]2[C:11]([CH2:12][O:13][C:14]3[C:5]2=[CH:4][CH:3]=[C:2]([B:21]2[O:22][C:23]([CH3:25])([CH3:24])[C:19]([CH3:35])([CH3:18])[O:20]2)[CH:15]=3)=[N:10][NH:9][C:8]1=[O:16]. The yield is 0.970. (2) The reactants are [C:1]([O:4][C@H:5]([CH3:20])[CH2:6][CH2:7][CH2:8][CH2:9][N:10]1[C:15](=[O:16])[CH:14]=[C:13]([NH2:17])[N:12]([CH3:18])[C:11]1=[O:19])(=[O:3])[CH3:2].[CH2:21]=[C:22]1O[C:24](=[O:25])[CH2:23]1. The catalyst is ClCCCl. The product is [C:1]([O:4][C@H:5]([CH3:20])[CH2:6][CH2:7][CH2:8][CH2:9][N:10]1[C:15](=[O:16])[C:14]2[C:24](=[O:25])[CH:23]=[C:22]([CH3:21])[NH:17][C:13]=2[N:12]([CH3:18])[C:11]1=[O:19])(=[O:3])[CH3:2]. The yield is 0.490. (3) The reactants are [CH3:1][O:2][C:3]1[CH:4]=[C:5]2[C:10](=[CH:11][CH:12]=1)[C:9]([O:13][C:14]1[CH:19]=[CH:18][C:17](/[CH:20]=[CH:21]/[C:22]([O:24]CC)=[O:23])=[CH:16][CH:15]=1)=[C:8]([C:27]1[CH:32]=[CH:31][CH:30]=[CH:29][CH:28]=1)[C:7]([CH2:33][CH2:34][CH2:35][CH2:36][CH3:37])=[CH:6]2.[OH-].[Na+]. The catalyst is C1COCC1.CCO. The product is [CH3:1][O:2][C:3]1[CH:4]=[C:5]2[C:10](=[CH:11][CH:12]=1)[C:9]([O:13][C:14]1[CH:15]=[CH:16][C:17](/[CH:20]=[CH:21]/[C:22]([OH:24])=[O:23])=[CH:18][CH:19]=1)=[C:8]([C:27]1[CH:32]=[CH:31][CH:30]=[CH:29][CH:28]=1)[C:7]([CH2:33][CH2:34][CH2:35][CH2:36][CH3:37])=[CH:6]2. The yield is 0.930. (4) The reactants are [C:1]([O:5][C:6]([N:8]1[CH2:13][CH2:12][C:11]2[C:14]([C:21]([F:24])([F:23])[F:22])=[N:15][N:16]([CH2:17][C:18]([OH:20])=O)[C:10]=2[CH2:9]1)=[O:7])([CH3:4])([CH3:3])[CH3:2].[Cl:25][C:26]1[CH:31]=[CH:30][C:29]([CH:32]([NH2:34])[CH3:33])=[CH:28][CH:27]=1.C1C=CC2N(O)N=NC=2C=1.C(N(CC)CC)C.CCN=C=NCCCN(C)C. The catalyst is ClCCl. The product is [Cl:25][C:26]1[CH:31]=[CH:30][C:29]([CH:32]([NH:34][C:18](=[O:20])[CH2:17][N:16]2[C:10]3[CH2:9][N:8]([C:6]([O:5][C:1]([CH3:4])([CH3:2])[CH3:3])=[O:7])[CH2:13][CH2:12][C:11]=3[C:14]([C:21]([F:24])([F:22])[F:23])=[N:15]2)[CH3:33])=[CH:28][CH:27]=1. The yield is 0.430.